Task: Predict the product of the given reaction.. Dataset: Forward reaction prediction with 1.9M reactions from USPTO patents (1976-2016) (1) Given the reactants [CH:1]([C:4]1[C:8]([C:9](OCC)=[O:10])=[C:7]([CH:14]([CH3:16])[CH3:15])[O:6][N:5]=1)([CH3:3])[CH3:2].[H-].[Al+3].[Li+].[H-].[H-].[H-], predict the reaction product. The product is: [CH:1]([C:4]1[C:8]([CH2:9][OH:10])=[C:7]([CH:14]([CH3:16])[CH3:15])[O:6][N:5]=1)([CH3:3])[CH3:2]. (2) Given the reactants C(=O)([O-])[O-].[K+].[K+].[F:7][C:8]1[CH:9]=[C:10](B(O)O)[CH:11]=[C:12]([F:14])[CH:13]=1.Cl[C:19]1[N:24]=[N:23][C:22]([NH2:25])=[CH:21][CH:20]=1, predict the reaction product. The product is: [F:7][C:8]1[CH:9]=[C:10]([C:19]2[N:24]=[N:23][C:22]([NH2:25])=[CH:21][CH:20]=2)[CH:11]=[C:12]([F:14])[CH:13]=1. (3) Given the reactants [CH2:1]([O:8][C:9]1[C:14]([O:15][CH2:16][C@H:17]2[CH2:19][O:18]2)=[CH:13][CH:12]=[C:11](Cl)[C:10]=1[C:21]1[CH:26]=[CH:25][CH:24]=[CH:23][C:22]=1[Cl:27])[C:2]1[CH:7]=[CH:6][CH:5]=[CH:4][CH:3]=1.C(OC1C(O)=CC=C([F:43])C=1C1C=CC=CC=1Cl)C1C=CC=CC=1, predict the reaction product. The product is: [CH2:1]([O:8][C:9]1[C:14]([O:15][CH2:16][C@H:17]2[CH2:19][O:18]2)=[CH:13][CH:12]=[C:11]([F:43])[C:10]=1[C:21]1[CH:26]=[CH:25][CH:24]=[CH:23][C:22]=1[Cl:27])[C:2]1[CH:7]=[CH:6][CH:5]=[CH:4][CH:3]=1. (4) Given the reactants [NH2:1][CH2:2][CH2:3][CH2:4][C:5]([CH3:9])([CH3:8])[CH2:6][OH:7].[C:10]([O:14][C:15](O[C:15]([O:14][C:10]([CH3:13])([CH3:12])[CH3:11])=[O:16])=[O:16])([CH3:13])([CH3:12])[CH3:11].[OH-].[Na+], predict the reaction product. The product is: [C:10]([O:14][C:15]([NH:1][CH2:2][CH2:3][CH2:4][C:5]([CH3:9])([CH3:8])[CH2:6][OH:7])=[O:16])([CH3:13])([CH3:12])[CH3:11].